Task: Regression. Given two drug SMILES strings and cell line genomic features, predict the synergy score measuring deviation from expected non-interaction effect.. Dataset: NCI-60 drug combinations with 297,098 pairs across 59 cell lines (1) Drug 1: CN1C(=O)N2C=NC(=C2N=N1)C(=O)N. Drug 2: CCN(CC)CCNC(=O)C1=C(NC(=C1C)C=C2C3=C(C=CC(=C3)F)NC2=O)C. Cell line: M14. Synergy scores: CSS=4.16, Synergy_ZIP=-0.285, Synergy_Bliss=2.94, Synergy_Loewe=-6.06, Synergy_HSA=0.153. (2) Drug 1: COC1=NC(=NC2=C1N=CN2C3C(C(C(O3)CO)O)O)N. Drug 2: CCCCCOC(=O)NC1=NC(=O)N(C=C1F)C2C(C(C(O2)C)O)O. Cell line: SN12C. Synergy scores: CSS=-5.04, Synergy_ZIP=0.816, Synergy_Bliss=-5.28, Synergy_Loewe=-8.41, Synergy_HSA=-9.33. (3) Drug 1: CCCS(=O)(=O)NC1=C(C(=C(C=C1)F)C(=O)C2=CNC3=C2C=C(C=N3)C4=CC=C(C=C4)Cl)F. Drug 2: C1=NNC2=C1C(=O)NC=N2. Cell line: HCT116. Synergy scores: CSS=7.93, Synergy_ZIP=2.66, Synergy_Bliss=6.54, Synergy_Loewe=4.99, Synergy_HSA=4.35. (4) Drug 1: C1=CC(=CC=C1CC(C(=O)O)N)N(CCCl)CCCl.Cl. Drug 2: CC1CCCC2(C(O2)CC(NC(=O)CC(C(C(=O)C(C1O)C)(C)C)O)C(=CC3=CSC(=N3)C)C)C. Cell line: HS 578T. Synergy scores: CSS=8.64, Synergy_ZIP=-3.59, Synergy_Bliss=1.74, Synergy_Loewe=-5.32, Synergy_HSA=-1.41. (5) Drug 1: CC=C1C(=O)NC(C(=O)OC2CC(=O)NC(C(=O)NC(CSSCCC=C2)C(=O)N1)C(C)C)C(C)C. Drug 2: CC1CCC2CC(C(=CC=CC=CC(CC(C(=O)C(C(C(=CC(C(=O)CC(OC(=O)C3CCCCN3C(=O)C(=O)C1(O2)O)C(C)CC4CCC(C(C4)OC)OCCO)C)C)O)OC)C)C)C)OC. Cell line: UO-31. Synergy scores: CSS=22.9, Synergy_ZIP=-2.52, Synergy_Bliss=0.144, Synergy_Loewe=1.63, Synergy_HSA=3.81. (6) Drug 1: CC12CCC3C(C1CCC2=O)CC(=C)C4=CC(=O)C=CC34C. Drug 2: CC1CCCC2(C(O2)CC(NC(=O)CC(C(C(=O)C(C1O)C)(C)C)O)C(=CC3=CSC(=N3)C)C)C. Cell line: SN12C. Synergy scores: CSS=32.4, Synergy_ZIP=-1.50, Synergy_Bliss=-2.37, Synergy_Loewe=-1.28, Synergy_HSA=-1.09.